Predict the product of the given reaction. From a dataset of Forward reaction prediction with 1.9M reactions from USPTO patents (1976-2016). Given the reactants C(=O)([O-])[O-].[K+].[K+].I[CH2:8][CH2:9][CH3:10].[CH2:11]([O:13][C:14]([C:16]1[N:17]=[C:18]([CH2:21][C:22]2[CH:27]=[CH:26][C:25]([Br:28])=[CH:24][CH:23]=2)[NH:19][CH:20]=1)=[O:15])[CH3:12].CN(C=O)C, predict the reaction product. The product is: [CH2:11]([O:13][C:14]([C:16]1[N:17]=[C:18]([CH2:21][C:22]2[CH:23]=[CH:24][C:25]([Br:28])=[CH:26][CH:27]=2)[N:19]([CH2:8][CH2:9][CH3:10])[CH:20]=1)=[O:15])[CH3:12].[CH2:11]([O:13][C:14]([C:16]1[N:17]([CH2:8][CH2:9][CH3:10])[C:18]([CH2:21][C:22]2[CH:23]=[CH:24][C:25]([Br:28])=[CH:26][CH:27]=2)=[N:19][CH:20]=1)=[O:15])[CH3:12].